From a dataset of Full USPTO retrosynthesis dataset with 1.9M reactions from patents (1976-2016). Predict the reactants needed to synthesize the given product. (1) Given the product [Br:1][C:2]1[CH:9]=[CH:8][C:5]([CH:6]2[O:24][CH2:23][CH2:22][O:7]2)=[CH:4][CH:3]=1, predict the reactants needed to synthesize it. The reactants are: [Br:1][C:2]1[CH:9]=[CH:8][C:5]([CH:6]=[O:7])=[CH:4][CH:3]=1.O.C1(C)C=CC(S(O)(=O)=O)=CC=1.[CH2:22](O)[CH2:23][OH:24].O. (2) Given the product [ClH:25].[F:19][C:20]([F:29])([F:30])[C:21]1[CH:22]=[C:23]([CH:26]=[CH:27][CH:28]=1)[CH2:24][S:18][C:9]1[NH:8][C@H:7]([C:1]2[CH:2]=[CH:3][CH:4]=[CH:5][CH:6]=2)[C@H:11]([C:12]2[CH:13]=[CH:14][CH:15]=[CH:16][CH:17]=2)[N:10]=1, predict the reactants needed to synthesize it. The reactants are: [C:1]1([C@H:7]2[C@@H:11]([C:12]3[CH:17]=[CH:16][CH:15]=[CH:14][CH:13]=3)[NH:10][C:9](=[S:18])[NH:8]2)[CH:6]=[CH:5][CH:4]=[CH:3][CH:2]=1.[F:19][C:20]([F:30])([F:29])[C:21]1[CH:22]=[C:23]([CH:26]=[CH:27][CH:28]=1)[CH2:24][Cl:25]. (3) Given the product [CH:1]1([CH2:7][CH2:8][O:9][C:10]2[CH:11]=[C:12]([CH:16]=[CH:17][CH:18]=2)[C:13]([N:45]2[CH2:44][CH2:43][NH:42][CH:41]([CH3:40])[CH2:46]2)=[O:15])[CH2:2][CH2:3][CH2:4][CH2:5][CH2:6]1, predict the reactants needed to synthesize it. The reactants are: [CH:1]1([CH2:7][CH2:8][O:9][C:10]2[CH:11]=[C:12]([CH:16]=[CH:17][CH:18]=2)[C:13]([OH:15])=O)[CH2:6][CH2:5][CH2:4][CH2:3][CH2:2]1.C1C=CC2N(O)N=NC=2C=1.CCN=C=NCCCN(C)C.[CH3:40][CH:41]1[CH2:46][NH:45][CH2:44][CH2:43][NH:42]1.